From a dataset of Forward reaction prediction with 1.9M reactions from USPTO patents (1976-2016). Predict the product of the given reaction. (1) Given the reactants [Br:1][C:2]1[C:11]2[C:6](=[CH:7][CH:8]=[CH:9][CH:10]=2)[CH:5]=[CH:4][CH:3]=1.[C:12](Cl)(=[O:15])[CH:13]=[CH2:14].[Cl-].[Al+3].[Cl-].[Cl-], predict the reaction product. The product is: [Br:1][C:2]1[C:11]2[C:6](=[CH:7][C:8]([C:12](=[O:15])[CH:13]=[CH2:14])=[CH:9][CH:10]=2)[CH:5]=[CH:4][CH:3]=1. (2) Given the reactants [Cl:1][C:2]1[CH:3]=[C:4]([N:8]([CH2:19][C:20]2[C:29]3[C:24](=[C:25]([F:30])[CH:26]=[CH:27][CH:28]=3)[NH:23][C:22](=[O:31])[CH:21]=2)[C:9]2[C:18]3[C:13](=[CH:14]C=CC=3)C=CN=2)[CH:5]=[CH:6][CH:7]=1.C1(C(Cl)=[O:36])CC1, predict the reaction product. The product is: [Cl:1][C:2]1[CH:3]=[C:4]([N:8]([CH2:19][C:20]2[C:29]3[C:24](=[C:25]([F:30])[CH:26]=[CH:27][CH:28]=3)[NH:23][C:22](=[O:31])[CH:21]=2)[C:9]([CH:18]2[CH2:13][CH2:14]2)=[O:36])[CH:5]=[CH:6][CH:7]=1. (3) Given the reactants C([O:5][C:6](=[O:22])/[CH:7]=[CH:8]/[C:9]1[CH:21]=[N:20][C:12]2[NH:13][C:14](=[O:19])[CH2:15][N:16]([CH3:18])[CH2:17][C:11]=2[CH:10]=1)(C)(C)C.C(O)(C(F)(F)F)=O, predict the reaction product. The product is: [CH3:18][N:16]1[CH2:17][C:11]2[CH:10]=[C:9](/[CH:8]=[CH:7]/[C:6]([OH:22])=[O:5])[CH:21]=[N:20][C:12]=2[NH:13][C:14](=[O:19])[CH2:15]1. (4) Given the reactants C[O:2][C:3]1[C:11]2[C:10]([CH2:12][CH2:13][C:14]3[CH:19]=[CH:18][CH:17]=[CH:16][CH:15]=3)=[CH:9][S:8][C:7]=2[CH:6]=[CH:5][CH:4]=1.B(Br)(Br)Br.C(=O)([O-])O.[Na+], predict the reaction product. The product is: [OH:2][C:3]1[C:11]2[C:10]([CH2:12][CH2:13][C:14]3[CH:15]=[CH:16][CH:17]=[CH:18][CH:19]=3)=[CH:9][S:8][C:7]=2[CH:6]=[CH:5][CH:4]=1. (5) Given the reactants [C:1]([C:4]1[CH:8]=[C:7]([C:9]([NH:11][C@@H:12]([CH3:29])[CH2:13][N:14]2[CH:18]=[CH:17][C:16]([C:19]3[CH:24]=[CH:23][C:22]([C:25]#[N:26])=[C:21]([Cl:27])[C:20]=3[F:28])=[N:15]2)=[O:10])[NH:6][N:5]=1)(=[O:3])[CH3:2].[BH4-].[Na+], predict the reaction product. The product is: [Cl:27][C:21]1[C:20]([F:28])=[C:19]([C:16]2[CH:17]=[CH:18][N:14]([CH2:13][C@@H:12]([NH:11][C:9]([C:7]3[NH:6][N:5]=[C:4]([CH:1]([OH:3])[CH3:2])[CH:8]=3)=[O:10])[CH3:29])[N:15]=2)[CH:24]=[CH:23][C:22]=1[C:25]#[N:26]. (6) Given the reactants [F:1][C:2]1[CH:7]=[CH:6][C:5]([C:8](=O)[CH:9]([NH:15][C:16](=O)[C:17]([F:20])([F:19])[F:18])[C:10]([O:12][CH2:13][CH3:14])=[O:11])=[CH:4][CH:3]=1.COC1C=CC(P2(SP(C3C=CC(OC)=CC=3)(=S)S2)=[S:32])=CC=1, predict the reaction product. The product is: [F:1][C:2]1[CH:7]=[CH:6][C:5]([C:8]2[S:32][C:16]([C:17]([F:20])([F:19])[F:18])=[N:15][C:9]=2[C:10]([O:12][CH2:13][CH3:14])=[O:11])=[CH:4][CH:3]=1. (7) Given the reactants [C:1]([N:4]1[CH2:8][CH2:7][C:6]2([C:16]3[C:11](=[CH:12][CH:13]=[C:14]([OH:17])[CH:15]=3)[N:10]([C:18](=[O:23])[C:19]([F:22])([F:21])[F:20])[CH2:9]2)[CH2:5]1)(=[O:3])[CH3:2].C(=O)([O-])[O-].[Cs+].[Cs+].I[CH2:31][CH3:32].C(OCC)(=O)C, predict the reaction product. The product is: [C:1]([N:4]1[CH2:8][CH2:7][C:6]2([C:16]3[C:11](=[CH:12][CH:13]=[C:14]([O:17][CH2:31][CH3:32])[CH:15]=3)[N:10]([C:18](=[O:23])[C:19]([F:21])([F:22])[F:20])[CH2:9]2)[CH2:5]1)(=[O:3])[CH3:2]. (8) Given the reactants [I:1][C:2]1[CH:11]=[C:10]([N+:12]([O-:14])=[O:13])[CH:9]=[CH:8][C:3]=1[C:4](OC)=[O:5].[BH4-].[Li+].O.C(OCC)(=O)C, predict the reaction product. The product is: [I:1][C:2]1[CH:11]=[C:10]([N+:12]([O-:14])=[O:13])[CH:9]=[CH:8][C:3]=1[CH2:4][OH:5].